From a dataset of Full USPTO retrosynthesis dataset with 1.9M reactions from patents (1976-2016). Predict the reactants needed to synthesize the given product. (1) Given the product [Si:25]([O:32][CH2:33][CH2:34][CH:35]([CH2:39][N:40]1[CH:44]=[C:43]([Cl:45])[CH:42]=[N:41]1)[C:36]([NH:17][N:9]=[C:10]1[CH:11]=[C:12]([C:51]2[CH:52]=[CH:54][N:55]=[C:56]([NH:60][C:61]3[N:62]([CH3:66])[N:63]=[CH:64][CH:65]=3)[CH:50]=2)[CH:13]=[C:14]([F:18])[NH:15]1)=[O:38])([C:28]([CH3:29])([CH3:30])[CH3:31])([CH3:26])[CH3:27], predict the reactants needed to synthesize it. The reactants are: CN(C(O[N:9]1[N:17]=N[C:11]2[CH:12]=[CH:13][CH:14]=[N:15][C:10]1=2)=[N+](C)C)C.[F:18][P-](F)(F)(F)(F)F.[Si:25]([O:32][CH2:33][CH2:34][CH:35]([CH2:39][N:40]1[CH:44]=[C:43]([Cl:45])[CH:42]=[N:41]1)[C:36]([OH:38])=O)([C:28]([CH3:31])([CH3:30])[CH3:29])([CH3:27])[CH3:26].N(C1C=[C:52]([C:54]2C=CN=[C:56]([NH:60][C:61]3[N:62]([CH3:66])[N:63]=[CH:64][CH:65]=3)[N:55]=2)[CH:51]=[CH:50]N=1)N. (2) Given the product [CH2:25]([O:27][C:28]([C:30]1[C:39](=[O:40])[C:38]2[C:33](=[C:34]([C:24]#[C:23][CH2:22][CH:9]3[CH2:10][C@@H:11]([CH2:13][NH:14][C:15]([O:17][C:18]([CH3:21])([CH3:20])[CH3:19])=[O:16])[CH2:12][N:8]3[C:6]([O:5][C:1]([CH3:3])([CH3:2])[CH3:4])=[O:7])[C:35]([F:42])=[C:36]([F:41])[CH:37]=2)[N:32]([CH:51]2[CH2:52][CH2:53]2)[CH:31]=1)=[O:29])[CH3:26], predict the reactants needed to synthesize it. The reactants are: [C:1]([O:5][C:6]([N:8]1[CH2:12][C@H:11]([CH2:13][NH:14][C:15]([O:17][C:18]([CH3:21])([CH3:20])[CH3:19])=[O:16])[CH2:10][CH:9]1[CH2:22][C:23]#[CH:24])=[O:7])([CH3:4])([CH3:3])[CH3:2].[CH2:25]([O:27][C:28]([C:30]1[C:39](=[O:40])[C:38]2[C:33](=[C:34](OS(C(F)(F)F)(=O)=O)[C:35]([F:42])=[C:36]([F:41])[CH:37]=2)[N:32]([CH:51]2[CH2:53][CH2:52]2)[CH:31]=1)=[O:29])[CH3:26].C1(P(C2C=CC=CC=2)C2C=CC=CC=2)C=CC=CC=1.O1CCCC1.C(N(CC)C(C)C)(C)C. (3) Given the product [OH:44][CH2:40][CH:37]1[CH2:36][CH2:35][N:34]([CH2:2][CH2:3][CH2:4][O:5][C:6]2[CH:15]=[C:14]3[C:9]([C:10]([O:16][C:17]4[CH:22]=[CH:21][C:20]([CH3:23])=[CH:19][C:18]=4[C:24]([C:26]4[CH:31]=[CH:30][CH:29]=[CH:28][CH:27]=4)=[O:25])=[CH:11][CH:12]=[N:13]3)=[CH:8][C:7]=2[O:32][CH3:33])[CH2:39][CH2:38]1, predict the reactants needed to synthesize it. The reactants are: Cl[CH2:2][CH2:3][CH2:4][O:5][C:6]1[CH:15]=[C:14]2[C:9]([C:10]([O:16][C:17]3[CH:22]=[CH:21][C:20]([CH3:23])=[CH:19][C:18]=3[C:24]([C:26]3[CH:31]=[CH:30][CH:29]=[CH:28][CH:27]=3)=[O:25])=[CH:11][CH:12]=[N:13]2)=[CH:8][C:7]=1[O:32][CH3:33].[NH:34]1[CH2:39][CH2:38][CH:37]([CH2:40]CO)[CH2:36][CH2:35]1.C(=O)([O-])[O-:44].[K+].[K+].O. (4) Given the product [CH2:1]([C:8]1[CH:17]=[C:16]2[C:11]([CH:12]=[C:13]([C:22]([OH:24])=[O:23])[C@@H:14]([C:18]([F:20])([F:21])[F:19])[O:15]2)=[CH:10][C:9]=1[Cl:25])[C:2]1[CH:3]=[CH:4][CH:5]=[CH:6][CH:7]=1, predict the reactants needed to synthesize it. The reactants are: [CH2:1]([C:8]1[CH:17]=[C:16]2[C:11]([CH:12]=[C:13]([C:22]([OH:24])=[O:23])[CH:14]([C:18]([F:21])([F:20])[F:19])[O:15]2)=[CH:10][C:9]=1[Cl:25])[C:2]1[CH:7]=[CH:6][CH:5]=[CH:4][CH:3]=1. (5) Given the product [F:12][C:9]1[CH:10]=[C:11]2[C:6](=[CH:7][CH:8]=1)[N:5]([C:13](=[O:15])[CH3:14])[C@@H:4]([CH3:16])[C@H:3]([CH3:17])[C@H:2]2[NH:1][C:19]1[CH:24]=[CH:23][N:22]=[C:21]([O:25][CH3:26])[N:20]=1, predict the reactants needed to synthesize it. The reactants are: [NH2:1][C@H:2]1[C:11]2[C:6](=[CH:7][CH:8]=[C:9]([F:12])[CH:10]=2)[N:5]([C:13](=[O:15])[CH3:14])[C@@H:4]([CH3:16])[C@@H:3]1[CH3:17].Br[C:19]1[CH:24]=[CH:23][N:22]=[C:21]([O:25][CH3:26])[N:20]=1.CC(C)([O-])C.[Na+].CN(C1C(C2C(P(C3CCCCC3)C3CCCCC3)=CC=CC=2)=CC=CC=1)C. (6) Given the product [CH:2]1[C:15]2[NH:14][C:13]3[C:8](=[CH:9][CH:10]=[CH:11][CH:12]=3)[S:7][C:6]=2[CH:5]=[CH:4][C:3]=1[C:16]1[N:17]=[C:18]([CH2:21][NH:22][C:32](=[O:33])[O:31][CH3:30])[S:19][CH:20]=1, predict the reactants needed to synthesize it. The reactants are: Cl.[CH:2]1[C:15]2[NH:14][C:13]3[C:8](=[CH:9][CH:10]=[CH:11][CH:12]=3)[S:7][C:6]=2[CH:5]=[CH:4][C:3]=1[C:16]1[N:17]=[C:18]([CH2:21][NH2:22])[S:19][CH:20]=1.C(N(CC)CC)C.[CH3:30][O:31][C:32](Cl)=[O:33]. (7) Given the product [CH2:1]([C:5]1[CH:10]=[CH:9][C:8]([N:30]2[C:31]3[CH:18]=[CH:19][CH:20]=[CH:21][C:22]=3[S:23][C:24]3[C:29]2=[CH:28][CH:27]=[CH:26][CH:25]=3)=[CH:7][CH:6]=1)[CH2:2][CH2:3][CH3:4], predict the reactants needed to synthesize it. The reactants are: [CH2:1]([C:5]1[CH:10]=[CH:9][C:8](Br)=[CH:7][CH:6]=1)[CH2:2][CH2:3][CH3:4].CC(C)([O-])C.[Na+].[CH:18]1[C:31]2[NH:30][C:29]3[C:24](=[CH:25][CH:26]=[CH:27][CH:28]=3)[S:23][C:22]=2[CH:21]=[CH:20][CH:19]=1.O. (8) Given the product [Br:9][CH:6]([CH:2]1[CH2:3][CH2:4][CH2:5][O:1]1)[CH:7]=[O:8], predict the reactants needed to synthesize it. The reactants are: [O:1]1[CH2:5][CH2:4][CH2:3][CH:2]1[CH2:6][CH:7]=[O:8].[Br:9]C1(Br)C(=O)NC(=O)NC1=O.Br. (9) Given the product [C:32]([C:2]1[CH:3]=[CH:4][C:5]([CH2:8][C:9]([NH:11][C:12]2[CH:13]=[N:14][CH:15]=[C:16]([C:18]([C:20]3[C:28]4[CH:27]=[N:26][CH:25]=[N:24][C:23]=4[N:22]([CH:29]([CH3:31])[CH3:30])[CH:21]=3)=[O:19])[CH:17]=2)=[O:10])=[N:6][CH:7]=1)#[N:33], predict the reactants needed to synthesize it. The reactants are: Br[C:2]1[CH:3]=[CH:4][C:5]([CH2:8][C:9]([NH:11][C:12]2[CH:13]=[N:14][CH:15]=[C:16]([C:18]([C:20]3[C:28]4[CH:27]=[N:26][CH:25]=[N:24][C:23]=4[N:22]([CH:29]([CH3:31])[CH3:30])[CH:21]=3)=[O:19])[CH:17]=2)=[O:10])=[N:6][CH:7]=1.[CH3:32][N:33](C=O)C.